Dataset: Reaction yield outcomes from USPTO patents with 853,638 reactions. Task: Predict the reaction yield, written as a fraction of the theoretical maximum amount of product (1.0 means a 100% yield; for example, 0.34 means a 34% yield). The reactants are [NH2:1][C@H:2]([CH2:7][CH3:8])[C:3]([O:5][CH3:6])=[O:4].[C:9]1(=O)[CH2:13][CH2:12][CH2:11][CH2:10]1.C([O-])(=O)C.[Na+].C(O[BH-](OC(=O)C)OC(=O)C)(=O)C.[Na+].C(=O)(O)[O-].[Na+]. The catalyst is ClCCl. The yield is 0.340. The product is [CH:9]1([NH:1][C@H:2]([CH2:7][CH3:8])[C:3]([O:5][CH3:6])=[O:4])[CH2:13][CH2:12][CH2:11][CH2:10]1.